This data is from Peptide-MHC class I binding affinity with 185,985 pairs from IEDB/IMGT. The task is: Regression. Given a peptide amino acid sequence and an MHC pseudo amino acid sequence, predict their binding affinity value. This is MHC class I binding data. The peptide sequence is SEGATPQDL. The MHC is HLA-A68:01 with pseudo-sequence HLA-A68:01. The binding affinity (normalized) is 0.